This data is from Reaction yield outcomes from USPTO patents with 853,638 reactions. The task is: Predict the reaction yield, written as a fraction of the theoretical maximum amount of product (1.0 means a 100% yield; for example, 0.34 means a 34% yield). (1) The reactants are [C:1]1([S:7][C:8]2[CH:9]=[C:10]3[C:16]([C:17]4[CH:18]=[N:19][NH:20][CH:21]=4)=[CH:15][NH:14][C:11]3=[N:12][CH:13]=2)[CH:6]=[CH:5][CH:4]=[CH:3][CH:2]=1.[OH:22]O. The catalyst is C(O)(=O)C. The product is [C:1]1([S:7]([C:8]2[CH:9]=[C:10]3[C:16]([C:17]4[CH:21]=[N:20][NH:19][CH:18]=4)=[CH:15][NH:14][C:11]3=[N:12][CH:13]=2)=[O:22])[CH:2]=[CH:3][CH:4]=[CH:5][CH:6]=1. The yield is 0.640. (2) The reactants are [H-].[Na+].[NH:3]1[CH:7]=[CH:6][CH:5]=[N:4]1.[CH2:8]([O:10][C:11]([C:13]1[CH:14]=[N:15][N:16]([CH3:19])[C:17]=1Cl)=[O:12])[CH3:9].O. The catalyst is CN(C=O)C.C(OCC)(=O)C. The product is [CH2:8]([O:10][C:11]([C:13]1[CH:14]=[N:15][N:16]([CH3:19])[C:17]=1[N:3]1[CH:7]=[CH:6][CH:5]=[N:4]1)=[O:12])[CH3:9]. The yield is 0.0900. (3) The reactants are [CH3:1][C:2]1[N:7]=[C:6]([OH:8])[CH:5]=[C:4]([O:9][C:10]2[CH:15]=[CH:14][C:13]([N+:16]([O-:18])=[O:17])=[C:12]([NH:19][CH3:20])[CH:11]=2)[CH:3]=1.[CH3:21]I. The catalyst is C(Cl)(Cl)Cl.C(=O)([O-])[O-].[Ag+2]. The product is [CH3:21][O:8][C:6]1[CH:5]=[C:4]([O:9][C:10]2[CH:15]=[CH:14][C:13]([N+:16]([O-:18])=[O:17])=[C:12]([CH:11]=2)[NH:19][CH3:20])[CH:3]=[C:2]([CH3:1])[N:7]=1. The yield is 0.900. (4) The reactants are Cl.[NH2:2][CH2:3][CH2:4][C:5]1[CH:10]=[CH:9][C:8]([C:11]2[CH:27]=[CH:26][C:14]([O:15][CH:16]([CH3:25])[CH2:17][NH:18][S:19]([CH:22]([CH3:24])[CH3:23])(=[O:21])=[O:20])=[CH:13][CH:12]=2)=[CH:7][CH:6]=1.C(N(CC)CC)C.[CH3:35][S:36](Cl)(=[O:38])=[O:37]. The catalyst is C(Cl)Cl. The product is [CH3:24][CH:22]([S:19]([NH:18][CH2:17][CH:16]([O:15][C:14]1[CH:26]=[CH:27][C:11]([C:8]2[CH:7]=[CH:6][C:5]([CH2:4][CH2:3][NH:2][S:36]([CH3:35])(=[O:38])=[O:37])=[CH:10][CH:9]=2)=[CH:12][CH:13]=1)[CH3:25])(=[O:21])=[O:20])[CH3:23]. The yield is 1.00. (5) The reactants are [CH:1]1([C@@H:5]([N:7]([CH2:26][C:27]2[CH:32]=[CH:31][C:30]([NH:33]C(=O)OC(C)(C)C)=[CH:29][CH:28]=2)[C:8](=[O:25])[CH2:9][N:10]2[C:22](=[O:23])[C@:13]3([C:21]4[C:16](=[CH:17][CH:18]=[CH:19][CH:20]=4)[CH2:15][CH2:14]3)[NH:12][C:11]2=[O:24])[CH3:6])[CH2:4][CH2:3][CH2:2]1.C(O)(C(F)(F)F)=O. The catalyst is C(Cl)Cl. The product is [NH2:33][C:30]1[CH:29]=[CH:28][C:27]([CH2:26][N:7]([C@H:5]([CH:1]2[CH2:2][CH2:3][CH2:4]2)[CH3:6])[C:8](=[O:25])[CH2:9][N:10]2[C:22](=[O:23])[C@:13]3([C:21]4[C:16](=[CH:17][CH:18]=[CH:19][CH:20]=4)[CH2:15][CH2:14]3)[NH:12][C:11]2=[O:24])=[CH:32][CH:31]=1. The yield is 0.500. (6) The reactants are [Br:1][C:2]1[CH:7]=[CH:6][C:5]([CH2:8][C:9]#N)=[C:4]([Cl:11])[CH:3]=1.[CH3:12]I.[H-].[Na+].O.C[N:18]([CH:20]=O)C. No catalyst specified. The product is [Br:1][C:2]1[CH:7]=[CH:6][C:5]([C:8]([CH3:12])([CH3:9])[C:20]#[N:18])=[C:4]([Cl:11])[CH:3]=1. The yield is 0.630.